From a dataset of Reaction yield outcomes from USPTO patents with 853,638 reactions. Predict the reaction yield, written as a fraction of the theoretical maximum amount of product (1.0 means a 100% yield; for example, 0.34 means a 34% yield). (1) The reactants are [CH3:1][C:2]1[N:6]=[CH:5][NH:4][N:3]=1.F[C:8]1[CH:13]=[C:12]([F:14])[C:11]([N+:15]([O-:17])=[O:16])=[CH:10][C:9]=1[O:18][CH3:19].C(=O)([O-])[O-].[K+].[K+].O. The catalyst is CS(C)=O. The product is [F:14][C:12]1[C:11]([N+:15]([O-:17])=[O:16])=[CH:10][C:9]([O:18][CH3:19])=[C:8]([N:4]2[CH:5]=[N:6][C:2]([CH3:1])=[N:3]2)[CH:13]=1. The yield is 0.180. (2) The reactants are [Br:1][C:2]1[CH:27]=[N:26][C:5]2[N:6]=[C:7]([N:13]3[CH2:16][CH:15]([N:17](C)[C:18](=O)OC(C)(C)C)[CH2:14]3)[C:8]3[N:9]([CH:10]=[N:11][N:12]=3)[C:4]=2[CH:3]=1.C(O)(C(F)(F)F)=O. The catalyst is C(Cl)Cl. The product is [Br:1][C:2]1[CH:27]=[N:26][C:5]2[N:6]=[C:7]([N:13]3[CH2:16][CH:15]([NH:17][CH3:18])[CH2:14]3)[C:8]3[N:9]([CH:10]=[N:11][N:12]=3)[C:4]=2[CH:3]=1. The yield is 0.230. (3) The reactants are [CH2:1]([N:8]1[C:16]2/[C:15](=[N:17]/[NH2:18])/[NH:14][C:13](=[O:19])[N:12]([CH2:20][CH2:21][CH2:22][CH2:23][CH3:24])[C:11]=2[N:10]=[CH:9]1)[C:2]1[CH:7]=[CH:6][CH:5]=[CH:4][CH:3]=1.[CH:25]([O-])([O-])OCC. No catalyst specified. The product is [CH2:1]([N:8]1[C:16]2[C:15]3=[N:17][N:18]=[CH:25][N:14]3[C:13](=[O:19])[N:12]([CH2:20][CH2:21][CH2:22][CH2:23][CH3:24])[C:11]=2[N:10]=[CH:9]1)[C:2]1[CH:7]=[CH:6][CH:5]=[CH:4][CH:3]=1. The yield is 0.485. (4) The catalyst is ClCCl. The reactants are [O:1]1[C:6]2[CH:7]=[CH:8][C:9](C=O)=[CH:10][C:5]=2[O:4][CH2:3][CH2:2]1.ClC1C=C(C=CC=1)C(OO)=[O:18]. The yield is 0.950. The product is [O:1]1[C:6]2[CH:7]=[CH:8][C:9]([OH:18])=[CH:10][C:5]=2[O:4][CH2:3][CH2:2]1. (5) The reactants are [CH3:1][O:2][C:3]1[CH:4]=[C:5]([CH:20]=[CH:21][CH:22]=1)[CH2:6][O:7][C:8]1[CH:16]=[CH:15][CH:14]=[C:10]([C:11]([OH:13])=O)[C:9]=1[C:17]([OH:19])=O.Cl.[NH2:24][CH:25]1[CH2:31][CH2:30][C:29](=[O:32])[NH:28][C:26]1=[O:27]. The catalyst is N1C=CC=CC=1. The product is [O:27]=[C:26]1[CH:25]([N:24]2[C:17](=[O:19])[C:9]3[C:10](=[CH:14][CH:15]=[CH:16][C:8]=3[O:7][CH2:6][C:5]3[CH:20]=[CH:21][CH:22]=[C:3]([O:2][CH3:1])[CH:4]=3)[C:11]2=[O:13])[CH2:31][CH2:30][C:29](=[O:32])[NH:28]1. The yield is 0.120. (6) The reactants are [CH3:1][N:2]1[CH2:7][CH2:6][N:5]([C:8]([O:10][C:11]2[C:12]3[CH:25]=[CH:24][CH:23]=[CH:22][C:13]=3[C:14]3[C@H:15]([CH2:20][Cl:21])[CH2:16][NH:17][C:18]=3[CH:19]=2)=[O:9])[CH2:4][CH2:3]1.[Cl:26][CH2:27][C@H:28]1[C:36]2[C:35]3[CH:37]=[CH:38][CH:39]=[CH:40][C:34]=3[C:33]([O:41][CH2:42][C:43]3[CH:48]=[CH:47][C:46]([N+:49]([O-:51])=[O:50])=[CH:45][CH:44]=3)=[CH:32][C:31]=2[N:30]([C:52](=[O:59])[CH2:53][CH2:54][CH2:55][C:56](O)=[O:57])[CH2:29]1.Cl.CN(C)CCCN=C=NCC. The catalyst is CC(N(C)C)=O.C([O-])(O)=O.[Na+]. The product is [CH3:1][N:2]1[CH2:3][CH2:4][N:5]([C:8]([O:10][C:11]2[C:12]3[CH:25]=[CH:24][CH:23]=[CH:22][C:13]=3[C:14]3[C@H:15]([CH2:20][Cl:21])[CH2:16][N:17]([C:56](=[O:57])[CH2:55][CH2:54][CH2:53][C:52]([N:30]4[C:31]5[CH:32]=[C:33]([O:41][CH2:42][C:43]6[CH:48]=[CH:47][C:46]([N+:49]([O-:51])=[O:50])=[CH:45][CH:44]=6)[C:34]6[CH:40]=[CH:39][CH:38]=[CH:37][C:35]=6[C:36]=5[C@H:28]([CH2:27][Cl:26])[CH2:29]4)=[O:59])[C:18]=3[CH:19]=2)=[O:9])[CH2:6][CH2:7]1. The yield is 0.350.